This data is from Full USPTO retrosynthesis dataset with 1.9M reactions from patents (1976-2016). The task is: Predict the reactants needed to synthesize the given product. (1) Given the product [CH3:1][O:2][C:3]1[CH:17]=[CH:16][C:6]([O:7][C:8]2[CH:9]=[C:10]([CH:13]=[CH:14][CH:15]=2)[CH2:11][NH:28][C@@H:18]2[C:27]3[C:22](=[CH:23][CH:24]=[CH:25][CH:26]=3)[CH2:21][CH2:20][CH2:19]2)=[CH:5][CH:4]=1, predict the reactants needed to synthesize it. The reactants are: [CH3:1][O:2][C:3]1[CH:17]=[CH:16][C:6]([O:7][C:8]2[CH:9]=[C:10]([CH:13]=[CH:14][CH:15]=2)[CH:11]=O)=[CH:5][CH:4]=1.[C@@H:18]1([NH2:28])[C:27]2[C:22](=[CH:23][CH:24]=[CH:25][CH:26]=2)[CH2:21][CH2:20][CH2:19]1. (2) Given the product [Cl:19][C:15]1[C:16]2[C:11](=[CH:10][C:9]([S:28]([Cl:32])(=[O:30])=[O:29])=[CH:18][CH:17]=2)[C:12]([OH:20])=[CH:13][N:14]=1, predict the reactants needed to synthesize it. The reactants are: C(S[C:9]1[CH:10]=[C:11]2[C:16](=[CH:17][CH:18]=1)[C:15]([Cl:19])=[N:14][CH:13]=[C:12]2[OH:20])C1C=CC=CC=1.C(Cl)Cl.C(O)(=O)C.[S:28]([Cl:32])(Cl)(=[O:30])=[O:29]. (3) Given the product [CH3:12][O:13][C:14]1[CH:19]=[CH:18][CH:17]=[C:16]([Sn:24]([CH2:25][CH2:26][CH2:27][CH3:28])([CH2:29][CH2:30][CH2:31][CH3:32])[CH2:20][CH2:21][CH2:22][CH3:23])[N:15]=1, predict the reactants needed to synthesize it. The reactants are: CN(C)CCO.[Li]CCCC.[CH3:12][O:13][C:14]1[CH:19]=[CH:18][CH:17]=[CH:16][N:15]=1.[CH2:20]([Sn:24](Cl)([CH2:29][CH2:30][CH2:31][CH3:32])[CH2:25][CH2:26][CH2:27][CH3:28])[CH2:21][CH2:22][CH3:23]. (4) Given the product [Cl:3][C:4]1[CH:9]=[C:8]([F:10])[CH:7]=[CH:6][C:5]=1[B:12]([OH:15])[OH:13], predict the reactants needed to synthesize it. The reactants are: II.[Cl:3][C:4]1[CH:9]=[C:8]([F:10])[CH:7]=[CH:6][C:5]=1I.[B:12](OC)([O:15]C)[O:13]C.Cl. (5) Given the product [F:2][C:3]1[CH:4]=[C:5]([N:10]2[C:15]3[N:16]=[CH:17][C:18]([F:20])=[CH:19][C:14]=3[C:13](=[O:21])[N:12]([C@H:22]3[CH2:26][CH2:25][N:24]([C:37]([C:30]4[C:31]5[C:36](=[CH:35][CH:34]=[CH:33][CH:32]=5)[NH:28][N:29]=4)=[O:38])[CH2:23]3)[C:11]2=[O:27])[CH:6]=[CH:7][C:8]=1[F:9], predict the reactants needed to synthesize it. The reactants are: Cl.[F:2][C:3]1[CH:4]=[C:5]([N:10]2[C:15]3[N:16]=[CH:17][C:18]([F:20])=[CH:19][C:14]=3[C:13](=[O:21])[N:12]([C@H:22]3[CH2:26][CH2:25][NH:24][CH2:23]3)[C:11]2=[O:27])[CH:6]=[CH:7][C:8]=1[F:9].[NH:28]1[C:36]2[C:31](=[CH:32][CH:33]=[CH:34][CH:35]=2)[C:30]([C:37](O)=[O:38])=[N:29]1.CN(C(ON1N=NC2C=CC=NC1=2)=[N+](C)C)C.F[P-](F)(F)(F)(F)F.C1C=NC2N(O)N=NC=2C=1.CCN(C(C)C)C(C)C. (6) Given the product [Cl:1][C:2]1[N:11]=[C:10]([NH:13][C:14]2[NH:15][N:16]=[C:17]([CH:19]3[CH2:21][CH2:20]3)[CH:18]=2)[C:9]2[CH2:8][CH2:7][CH2:6][CH2:5][C:4]=2[N:3]=1, predict the reactants needed to synthesize it. The reactants are: [Cl:1][C:2]1[N:11]=[C:10](Cl)[C:9]2[CH2:8][CH2:7][CH2:6][CH2:5][C:4]=2[N:3]=1.[NH2:13][C:14]1[CH:18]=[C:17]([CH:19]2[CH2:21][CH2:20]2)[NH:16][N:15]=1.C(N(CC)CC)C.[I-].[Na+]. (7) The reactants are: [F:1][C:2]1[CH:3]=[C:4]([C:11]2[CH:16]=[CH:15][C:14]([O:17][CH2:18][CH:19]3[CH2:24][CH2:23][N:22]([CH2:25][C:26]([F:29])([CH3:28])[CH3:27])[CH2:21][CH2:20]3)=[C:13]([F:30])[CH:12]=2)[CH:5]=[CH:6][C:7]=1C(O)=O.N1CCC[C@H]1[C:36]([NH2:38])=[O:37].CCN(C(C)C)C(C)C.CCN=C=N[CH2:53][CH2:54][CH2:55][N:56]([CH3:58])[CH3:57].C1C=CC2N([OH:68])N=NC=2C=1. Given the product [F:1][C:2]1[CH:7]=[CH:6][CH:5]=[C:4]([C:11]2[CH:16]=[CH:15][C:14]([O:17][CH2:18][CH:19]3[CH2:24][CH2:23][N:22]([CH2:25][C:26]([F:29])([CH3:27])[CH3:28])[CH2:21][CH2:20]3)=[C:13]([F:30])[CH:12]=2)[C:3]=1[C:58]([N:56]1[CH2:55][CH2:54][CH2:53][C@H:57]1[C:36]([NH2:38])=[O:37])=[O:68], predict the reactants needed to synthesize it.